Predict the product of the given reaction. From a dataset of Forward reaction prediction with 1.9M reactions from USPTO patents (1976-2016). (1) Given the reactants [CH3:1][C:2]1[C:7]([NH:8][C:9]([CH2:11][N:12]2[CH2:17][CH2:16][N:15]([CH2:18][CH:19]([OH:30])[CH2:20][O:21][C:22]3[CH:23]=[CH:24][CH:25]=[CH:26][C:27]=3[O:28][CH3:29])[CH2:14][CH2:13]2)=[O:10])=[C:6]([CH3:31])[CH:5]=[CH:4][CH:3]=1.[C:32]1([S:38]([OH:41])(=[O:40])=[O:39])[CH:37]=[CH:36][CH:35]=[CH:34][CH:33]=1, predict the reaction product. The product is: [CH3:1][C:2]1[C:7]([NH:8][C:9]([CH2:11][N:12]2[CH2:13][CH2:14][N:15]([CH2:18][CH:19]([OH:30])[CH2:20][O:21][C:22]3[CH:23]=[CH:24][CH:25]=[CH:26][C:27]=3[O:28][CH3:29])[CH2:16][CH2:17]2)=[O:10])=[C:6]([CH3:31])[CH:5]=[CH:4][CH:3]=1.[S:38]([C:32]1[CH:37]=[CH:36][CH:35]=[CH:34][CH:33]=1)([O-:41])(=[O:40])=[O:39]. (2) Given the reactants [O:1]1[CH:5]=[CH:4][CH2:3][CH2:2]1.[CH2:6](OC(OCC)OCC)C.B(F)(F)F.CCOCC.[CH:25]([NH:28][NH2:29])([CH3:27])[CH3:26].[OH-].[Na+], predict the reaction product. The product is: [OH:1][CH2:5][CH2:4][C:3]1[CH:6]=[N:29][N:28]([CH:25]([CH3:27])[CH3:26])[CH:2]=1. (3) Given the reactants [N+:1]([C:4]1[CH:5]=[C:6]2[CH2:22][C:11]3([O:16][C:15]4[CH:17]=[CH:18][CH:19]=[N:20][C:14]=4[NH:13][C:12]3=O)[CH2:10][C:7]2=[N:8][CH:9]=1)([O-:3])=[O:2].COC1C=CC(P2(SP(C3C=CC(OC)=CC=3)(=S)S2)=[S:32])=CC=1, predict the reaction product. The product is: [N+:1]([C:4]1[CH:5]=[C:6]2[CH2:22][C:11]3([O:16][C:15]4[CH:17]=[CH:18][CH:19]=[N:20][C:14]=4[NH:13][C:12]3=[S:32])[CH2:10][C:7]2=[N:8][CH:9]=1)([O-:3])=[O:2]. (4) Given the reactants [O:1]1[C:5]2([CH2:10][CH2:9][C:8](=[O:11])[CH2:7][CH2:6]2)[O:4][CH2:3][CH2:2]1.C[Si]([N-][Si](C)(C)C)(C)C.[Na+].[O:22](S(C(F)(F)F)(=O)=O)[S:23]([C:26]([F:29])([F:28])[F:27])(=O)=[O:24], predict the reaction product. The product is: [F:27][C:26]([F:29])([F:28])[S:23]([O:11][C:8]1[CH2:7][CH2:6][C:5]2([O:4][CH2:3][CH2:2][O:1]2)[CH2:10][CH:9]=1)(=[O:24])=[O:22].